This data is from Forward reaction prediction with 1.9M reactions from USPTO patents (1976-2016). The task is: Predict the product of the given reaction. (1) Given the reactants [Cl:1][C:2]1[CH:3]=[CH:4][C:5]([CH2:8][O:9][C:10]2[CH:15]=[CH:14][N:13]([C:16]3[CH:24]=[C:23]4[C:19]([C:20]5[CH2:29][CH2:28][NH:27][CH2:26][C:21]=5[N:22]4[CH3:25])=[CH:18][CH:17]=3)[C:12](=[O:30])[CH:11]=2)=[N:6][CH:7]=1.C=O.[BH-](OC(C)=O)(OC(C)=O)O[C:35](C)=O.[Na+].C1(N)C(F)=C(F)C(F)=C(N)C=1F.[ClH:59].Cl, predict the reaction product. The product is: [ClH:1].[ClH:59].[Cl:1][C:2]1[CH:3]=[CH:4][C:5]([CH2:8][O:9][C:10]2[CH:15]=[CH:14][N:13]([C:16]3[CH:24]=[C:23]4[C:19]([C:20]5[CH2:29][CH2:28][N:27]([CH3:35])[CH2:26][C:21]=5[N:22]4[CH3:25])=[CH:18][CH:17]=3)[C:12](=[O:30])[CH:11]=2)=[N:6][CH:7]=1. (2) Given the reactants [Br:1][C:2]1[CH:8]=[C:7]([O:9][C:10]([F:13])([F:12])[F:11])[CH:6]=[C:5]([Br:14])[C:3]=1[NH2:4].[C:15](OC(=O)C)(=[O:17])[CH3:16], predict the reaction product. The product is: [Br:1][C:2]1[CH:8]=[C:7]([O:9][C:10]([F:13])([F:12])[F:11])[CH:6]=[C:5]([Br:14])[C:3]=1[NH:4][C:15](=[O:17])[CH3:16]. (3) The product is: [F:1][C:2]1[CH:7]=[CH:6][CH:5]=[CH:4][C:3]=1[CH2:12][CH2:11][CH2:10][CH:9]=[O:13]. Given the reactants [F:1][C:2]1[CH:7]=[CH:6][CH:5]=[CH:4][C:3]=1I.[CH2:9]([OH:13])[CH2:10][CH:11]=[CH2:12].C(=O)(O)[O-].[Na+], predict the reaction product. (4) Given the reactants [CH3:1][O:2][C:3]1[CH:4]=[C:5]2[C:10](=[CH:11][C:12]=1[O:13][CH3:14])[N:9]=[CH:8][N:7]=[C:6]2[O:15][C:16]1[CH:17]=[C:18]([CH:20]=[CH:21][CH:22]=1)[NH2:19].[C:23]([C:25]([C:28]1[CH:29]=[C:30]([NH:34][C:35](=O)[O:36]C2C=CC=CC=2)[CH:31]=[CH:32][CH:33]=1)([CH3:27])[CH3:26])#[N:24], predict the reaction product. The product is: [C:23]([C:25]([C:28]1[CH:29]=[C:30]([NH:34][C:35]([NH:19][C:18]2[CH:20]=[CH:21][CH:22]=[C:16]([O:15][C:6]3[C:5]4[C:10](=[CH:11][C:12]([O:13][CH3:14])=[C:3]([O:2][CH3:1])[CH:4]=4)[N:9]=[CH:8][N:7]=3)[CH:17]=2)=[O:36])[CH:31]=[CH:32][CH:33]=1)([CH3:27])[CH3:26])#[N:24]. (5) The product is: [Br:1][C:2]1[CH:7]=[CH:6][C:5]2[CH:10]=[CH:9][O:8][C:4]=2[CH:3]=1. Given the reactants [Br:1][C:2]1[CH:7]=[CH:6][CH:5]=[C:4]([O:8][CH2:9][CH:10](OCC)OCC)[CH:3]=1.O, predict the reaction product. (6) The product is: [Br:14][CH2:15][CH2:16][CH2:17][O:1][C:2]1[CH:3]=[C:4]2[C:8](=[CH:9][C:10]=1[O:11][CH3:12])[C:7](=[O:13])[CH2:6][CH2:5]2. Given the reactants [OH:1][C:2]1[CH:3]=[C:4]2[C:8](=[CH:9][C:10]=1[O:11][CH3:12])[C:7](=[O:13])[CH2:6][CH2:5]2.[Br:14][CH2:15][CH2:16][CH2:17]Br.[H-].[Na+], predict the reaction product. (7) Given the reactants [Br:1][C:2]1[CH:7]=[CH:6][C:5]([N+:8]([O-:10])=[O:9])=[CH:4][C:3]=1[CH2:11][C:12](OC)=[O:13].CO.O, predict the reaction product. The product is: [Br:1][C:2]1[CH:7]=[CH:6][C:5]([N+:8]([O-:10])=[O:9])=[CH:4][C:3]=1[CH2:11][CH2:12][OH:13].